From a dataset of Forward reaction prediction with 1.9M reactions from USPTO patents (1976-2016). Predict the product of the given reaction. (1) Given the reactants [NH2:1][C:2]1[C:3]([F:28])=[CH:4][C:5]([F:27])=[C:6]([C:8]2[C:9](=[O:26])[N:10]([CH2:24][CH3:25])[C:11]3[C:16]([CH:17]=2)=[CH:15][N:14]=[C:13]([NH:18][C:19](=[O:23])[CH2:20][C:21]#[N:22])[CH:12]=3)[CH:7]=1.Cl[C:30]([O:32][C:33]1[CH:38]=[CH:37][CH:36]=[CH:35][CH:34]=1)=[O:31], predict the reaction product. The product is: [C:21]([CH2:20][C:19]([NH:18][C:13]1[CH:12]=[C:11]2[C:16]([CH:17]=[C:8]([C:6]3[C:5]([F:27])=[CH:4][C:3]([F:28])=[C:2]([NH:1][C:30](=[O:31])[O:32][C:33]4[CH:38]=[CH:37][CH:36]=[CH:35][CH:34]=4)[CH:7]=3)[C:9](=[O:26])[N:10]2[CH2:24][CH3:25])=[CH:15][N:14]=1)=[O:23])#[N:22]. (2) Given the reactants [Br:1][C:2]1[CH:3]=[C:4]2[C:12](=C[CH:14]=1)[O:11][C:10]([CH3:16])([CH3:15])[C:6]1([CH2:9][O:8][CH2:7]1)C2=C.C[CH2:19][O:20][C:21](C)=O.[CH3:24][C:25]#[N:26].II.[NH3:29], predict the reaction product. The product is: [Br:1][C:2]1[CH:14]=[C:24]2[C:12](=[CH:4][CH:3]=1)[O:11][C:10]([CH3:15])([CH3:16])[C:6]1([CH2:7][O:8][CH2:9]1)[C:25]12[CH2:21][O:20][C:19]([NH2:29])=[N:26]1. (3) Given the reactants [Cl:1][C:2]1[C:7]([C:8]2[C:21](=[O:22])[N:20]([CH3:23])[C:11]3[N:12]=[C:13](S(C)(=O)=O)[N:14]=[CH:15][C:10]=3[CH:9]=2)=[C:6]([Cl:24])[CH:5]=[CH:4][C:3]=1[NH:25][C:26](=[O:37])[C:27]1[CH:32]=[CH:31][CH:30]=[C:29]([C:33]([F:36])([F:35])[F:34])[CH:28]=1.[OH:38][CH:39]([C:41]1[CH:42]=[C:43]([CH:45]=[CH:46][CH:47]=1)[NH2:44])[CH3:40], predict the reaction product. The product is: [Cl:1][C:2]1[C:7]([C:8]2[C:21](=[O:22])[N:20]([CH3:23])[C:11]3[N:12]=[C:13]([NH:44][C:43]4[CH:45]=[CH:46][CH:47]=[C:41]([CH:39]([OH:38])[CH3:40])[CH:42]=4)[N:14]=[CH:15][C:10]=3[CH:9]=2)=[C:6]([Cl:24])[CH:5]=[CH:4][C:3]=1[NH:25][C:26](=[O:37])[C:27]1[CH:32]=[CH:31][CH:30]=[C:29]([C:33]([F:36])([F:35])[F:34])[CH:28]=1. (4) Given the reactants [NH2:1][C:2]1[C:3](Cl)=[N:4][CH:5]=[CH:6][C:7]=1[CH:8]([OH:10])[CH3:9].NC1C([C:22]#[C:23][C:24]2[CH:29]=[CH:28][N:27]=[C:26]([NH:30][C:31](=[O:33])[CH3:32])[CH:25]=2)=NC=CC=1C(F)F.C(O)(C(F)(F)F)=O.CCCCCCCCCCCCOS([O-])(=O)=O.[Na+], predict the reaction product. The product is: [NH2:1][C:2]1[C:3]([C:22]#[C:23][C:24]2[CH:29]=[CH:28][N:27]=[C:26]([NH:30][C:31](=[O:33])[CH3:32])[CH:25]=2)=[N:4][CH:5]=[CH:6][C:7]=1[CH:8]([OH:10])[CH3:9]. (5) Given the reactants Br[C:2]1[CH:3]=[C:4]([NH:10][C:11]2[CH:16]=[CH:15][N:14]=[CH:13][N:12]=2)[C:5](=[O:9])[N:6]([CH3:8])[CH:7]=1.[CH3:17][C:18]1([CH3:34])[C:22]([CH3:24])([CH3:23])[O:21][B:20]([B:20]2[O:21][C:22]([CH3:24])([CH3:23])[C:18]([CH3:34])([CH3:17])[O:19]2)[O:19]1.C([O-])(=O)C.[K+].ClCCl, predict the reaction product. The product is: [CH3:8][N:6]1[CH:7]=[C:2]([B:20]2[O:21][C:22]([CH3:24])([CH3:23])[C:18]([CH3:34])([CH3:17])[O:19]2)[CH:3]=[C:4]([NH:10][C:11]2[CH:16]=[CH:15][N:14]=[CH:13][N:12]=2)[C:5]1=[O:9]. (6) Given the reactants [Cl:1][C:2]1[CH:3]=[C:4]([C@@H:8]2[N:14]([C:15]([N:17]3[CH2:22][CH2:21][O:20][CH2:19][CH2:18]3)=[O:16])[CH2:13][C:12]3[CH:23]=[CH:24][C:25]([C:27](OC)=[O:28])=[CH:26][C:11]=3[O:10][CH2:9]2)[CH:5]=[CH:6][CH:7]=1.[NH2:31][OH:32].[OH-].[Na+], predict the reaction product. The product is: [Cl:1][C:2]1[CH:3]=[C:4]([C@@H:8]2[N:14]([C:15]([N:17]3[CH2:18][CH2:19][O:20][CH2:21][CH2:22]3)=[O:16])[CH2:13][C:12]3[CH:23]=[CH:24][C:25]([C:27]([NH:31][OH:32])=[O:28])=[CH:26][C:11]=3[O:10][CH2:9]2)[CH:5]=[CH:6][CH:7]=1. (7) Given the reactants [Br:1][C:2]1[CH:7]=[CH:6][C:5]([NH2:8])=[C:4]([NH2:9])[CH:3]=1.CC[N:12]([CH:16]([CH3:18])[CH3:17])C(C)C.CC1C=C[C:23](S(O)(=O)=O)=[CH:24][CH:25]=1.O.[OH-].[Na+].[O:33]1CCO[CH2:35][CH2:34]1, predict the reaction product. The product is: [Br:1][C:2]1[CH:7]=[CH:6][C:5]2[NH:8][C:35]([C:34]3[O:33][N:12]=[C:16]([CH2:17][CH:24]([CH3:23])[CH3:25])[CH:18]=3)=[N:9][C:4]=2[CH:3]=1.